This data is from Reaction yield outcomes from USPTO patents with 853,638 reactions. The task is: Predict the reaction yield, written as a fraction of the theoretical maximum amount of product (1.0 means a 100% yield; for example, 0.34 means a 34% yield). (1) The reactants are [C:1]([O:5][C:6]([NH:8][C@@H:9]1[C@H:13]([NH:14][C:15]2[N:24]=[CH:23][C:22]3[C:17](=[CH:18][CH:19]=[C:20]([C:25]4[C:30]([Cl:31])=[C:29]([O:32][CH3:33])[CH:28]=[C:27]([O:34][CH3:35])[C:26]=4[Cl:36])[CH:21]=3)[N:16]=2)[CH2:12][CH:11]([C:37]([O:39]C)=[O:38])[CH2:10]1)=[O:7])([CH3:4])([CH3:3])[CH3:2].C1COCC1.[OH-].[Na+]. The catalyst is CO. The product is [C:1]([O:5][C:6]([NH:8][C@@H:9]1[C@H:13]([NH:14][C:15]2[N:24]=[CH:23][C:22]3[C:17](=[CH:18][CH:19]=[C:20]([C:25]4[C:26]([Cl:36])=[C:27]([O:34][CH3:35])[CH:28]=[C:29]([O:32][CH3:33])[C:30]=4[Cl:31])[CH:21]=3)[N:16]=2)[CH2:12][CH:11]([C:37]([OH:39])=[O:38])[CH2:10]1)=[O:7])([CH3:4])([CH3:2])[CH3:3]. The yield is 0.910. (2) The reactants are [NH2:1][C:2]1[CH:10]=[CH:9][CH:8]=[C:7]2[C:3]=1[CH2:4][N:5]([CH:12]1[CH2:17][CH2:16][C:15](=[O:18])[NH:14][C:13]1=[O:19])[C:6]2=[O:11].[CH:20](=O)[CH2:21][CH2:22][CH2:23][CH3:24].C(O)(=O)C.C(O[BH-](OC(=O)C)OC(=O)C)(=O)C.[Na+]. The catalyst is CN(C=O)C.C(OCC)(=O)C. The product is [O:11]=[C:6]1[C:7]2[C:3](=[C:2]([NH:1][CH2:20][CH2:21][CH2:22][CH2:23][CH3:24])[CH:10]=[CH:9][CH:8]=2)[CH2:4][N:5]1[CH:12]1[CH2:17][CH2:16][C:15](=[O:18])[NH:14][C:13]1=[O:19]. The yield is 0.210. (3) The reactants are [Cl:1][C:2]1[CH:10]=[CH:9][C:5]([C:6](O)=[O:7])=[C:4]([CH3:11])[CH:3]=1.ClCCl.C(Cl)(=O)C(Cl)=O.C[N:22](C=O)C. No catalyst specified. The product is [CH3:11][C:4]1[CH:3]=[C:2]([Cl:1])[CH:10]=[CH:9][C:5]=1[C:6]([NH2:22])=[O:7]. The yield is 0.890. (4) The reactants are [CH2:1]([CH:4]1[CH2:8][N:7]([CH2:9][N:10]2[CH:14]=[CH:13][CH:12]=[CH:11]2)[C:6](=[O:15])[CH2:5]1)[CH2:2][CH3:3].[Cl:16]N1C(=O)CCC1=O.C(Cl)(Cl)(Cl)Cl. The catalyst is C1COCC1. The product is [Cl:16][C:14]1[N:10]([CH2:9][N:7]2[CH2:8][CH:4]([CH2:1][CH2:2][CH3:3])[CH2:5][C:6]2=[O:15])[CH:11]=[CH:12][CH:13]=1. The yield is 0.500. (5) The reactants are [C:1]([O:4][C@H:5]1[C@H:9]([O:10][C:11](=[O:13])[CH3:12])[C@@H:8]([CH2:14][OH:15])[O:7][C@H:6]1[N:16]1[CH:24]=[N:23][C:22]2[C:17]1=[N:18][CH:19]=[N:20][C:21]=2[NH:25][C@@H:26]1[C:34]2[C:29](=[CH:30][CH:31]=[CH:32][CH:33]=2)[CH2:28][CH2:27]1)(=[O:3])[CH3:2].C(N(CC)CC)C.Cl[S:43]([NH2:46])(=[O:45])=[O:44]. The product is [C:11]([O:10][C@H:9]1[C@H:5]([O:4][C:1](=[O:3])[CH3:2])[C@H:6]([N:16]2[CH:24]=[N:23][C:22]3[C:17]2=[N:18][CH:19]=[N:20][C:21]=3[NH:25][C@@H:26]2[C:34]3[C:29](=[CH:30][CH:31]=[CH:32][CH:33]=3)[CH2:28][CH2:27]2)[O:7][C@@H:8]1[CH2:14][O:15][S:43]([NH2:46])(=[O:45])=[O:44])(=[O:13])[CH3:12]. The yield is 0.480. The catalyst is C(Cl)Cl.C(#N)C. (6) The reactants are [OH:1][C:2]1[CH:16]=[CH:15][CH:14]=[CH:13][C:3]=1[O:4][CH2:5][CH2:6][CH2:7][C:8]([O:10][CH2:11][CH3:12])=[O:9].[H-].[Na+].[Br:19][CH2:20][CH2:21][CH2:22]Br. The catalyst is CN(C=O)C. The product is [Br:19][CH2:20][CH2:21][CH2:22][O:1][C:2]1[CH:16]=[CH:15][CH:14]=[CH:13][C:3]=1[O:4][CH2:5][CH2:6][CH2:7][C:8]([O:10][CH2:11][CH3:12])=[O:9]. The yield is 0.600. (7) The reactants are [NH2:1][C@@H:2]1[C:11]2[C:6](=[CH:7][CH:8]=[CH:9][CH:10]=2)[C@H:5]([OH:12])[CH2:4][CH2:3]1.[H-].[Na+].F[C:16]1[CH:17]=[CH:18][C:19]2[N:20]([C:22]([N:25]3[CH2:30][CH2:29][CH2:28][C@H:27]([O:31][Si:32]([CH:39]([CH3:41])[CH3:40])([CH:36]([CH3:38])[CH3:37])[CH:33]([CH3:35])[CH3:34])[CH2:26]3)=[N:23][N:24]=2)[CH:21]=1. The catalyst is CN(C=O)C.O. The product is [CH:39]([Si:32]([CH:33]([CH3:35])[CH3:34])([CH:36]([CH3:38])[CH3:37])[O:31][C@H:27]1[CH2:28][CH2:29][CH2:30][N:25]([C:22]2[N:20]3[CH:21]=[C:16]([O:12][C@H:5]4[C:6]5[C:11](=[CH:10][CH:9]=[CH:8][CH:7]=5)[C@@H:2]([NH2:1])[CH2:3][CH2:4]4)[CH:17]=[CH:18][C:19]3=[N:24][N:23]=2)[CH2:26]1)([CH3:41])[CH3:40]. The yield is 0.370. (8) The reactants are [CH2:1]([O:8][C:9](=[O:19])[NH:10][CH2:11][CH:12]1[CH2:17][CH2:16][CH:15]([NH2:18])[CH2:14][CH2:13]1)[C:2]1[CH:7]=[CH:6][CH:5]=[CH:4][CH:3]=1.C([O-])([O-])=O.[K+].[K+].Br[CH2:27][CH2:28][CH2:29][CH2:30]Br. The catalyst is CN(C=O)C.CCOC(C)=O. The product is [CH2:1]([O:8][C:9](=[O:19])[NH:10][CH2:11][CH:12]1[CH2:17][CH2:16][CH:15]([N:18]2[CH2:30][CH2:29][CH2:28][CH2:27]2)[CH2:14][CH2:13]1)[C:2]1[CH:3]=[CH:4][CH:5]=[CH:6][CH:7]=1. The yield is 0.830.